This data is from Catalyst prediction with 721,799 reactions and 888 catalyst types from USPTO. The task is: Predict which catalyst facilitates the given reaction. (1) Reactant: CS(C)=O.C(Cl)(=O)C([Cl:8])=O.C1(S([N:24]2[CH2:29][CH2:28][CH2:27][CH2:26][CH:25]2[CH2:30][CH2:31][CH2:32][C:33]([O:35][CH3:36])=[O:34])(=O)=O)C2C(=CC=CC=2)C=CC=1.CCN(CC)CC. Product: [ClH:8].[NH:24]1[CH2:29][CH2:28][CH2:27][CH2:26][CH:25]1[CH2:30][CH2:31][CH2:32][C:33]([O:35][CH3:36])=[O:34]. The catalyst class is: 2. (2) Reactant: [O:1]([C:8]1[CH:29]=[CH:28][C:11]([O:12][C:13]2[N:21]=[CH:20][C:19]([NH:22][CH:23]3[CH2:27][CH2:26][NH:25][CH2:24]3)=[CH:18][C:14]=2[C:15]([NH2:17])=[O:16])=[CH:10][CH:9]=1)[C:2]1[CH:7]=[CH:6][CH:5]=[CH:4][CH:3]=1.C(N(CC)C(C)C)(C)C.[C:39](Cl)(=[O:43])/[CH:40]=[CH:41]/[CH3:42]. Product: [C:39]([N:25]1[CH2:26][CH2:27][CH:23]([NH:22][C:19]2[CH:20]=[N:21][C:13]([O:12][C:11]3[CH:28]=[CH:29][C:8]([O:1][C:2]4[CH:3]=[CH:4][CH:5]=[CH:6][CH:7]=4)=[CH:9][CH:10]=3)=[C:14]([CH:18]=2)[C:15]([NH2:17])=[O:16])[CH2:24]1)(=[O:43])/[CH:40]=[CH:41]/[CH3:42]. The catalyst class is: 2. (3) Reactant: [F:1][C:2]1[CH:7]=[CH:6][CH:5]=[CH:4][C:3]=1[C:8]1[N:16]2[C:11]([CH:12]=[CH:13][CH:14]=[CH:15]2)=[CH:10][C:9]=1[CH2:17][OH:18]. Product: [F:1][C:2]1[CH:7]=[CH:6][CH:5]=[CH:4][C:3]=1[C:8]1[N:16]2[C:11]([CH:12]=[CH:13][CH:14]=[CH:15]2)=[CH:10][C:9]=1[CH:17]=[O:18]. The catalyst class is: 697. (4) Reactant: [NH2:1][C:2]1([C:18]2[C:23]([OH:24])=[CH:22][CH:21]=[CH:20][N:19]=2)[C:15]2[CH:14]=[C:13]([Cl:16])[N:12]=[CH:11][C:10]=2[O:9][C:8]2[C:3]1=[CH:4][C:5]([Br:17])=[CH:6][CH:7]=2.C([O-])(=O)C.[K+].[N:30]#[C:31]Br.C(Cl)Cl. Product: [Br:17][C:5]1[CH:4]=[C:3]2[C:2]3([C:18]4[N:19]=[CH:20][CH:21]=[CH:22][C:23]=4[O:24][C:31]([NH2:30])=[N:1]3)[C:15]3[CH:14]=[C:13]([Cl:16])[N:12]=[CH:11][C:10]=3[O:9][C:8]2=[CH:7][CH:6]=1. The catalyst class is: 5.